This data is from Full USPTO retrosynthesis dataset with 1.9M reactions from patents (1976-2016). The task is: Predict the reactants needed to synthesize the given product. (1) Given the product [CH3:33][CH:32]([S:29]([C:26]1[CH:27]=[CH:28][C:20]([N:14]2[CH2:18][CH2:17][CH2:16][CH2:15]2)=[C:21]([CH:25]=1)[C:22]([OH:24])=[O:23])(=[O:31])=[O:30])[CH3:34], predict the reactants needed to synthesize it. The reactants are: CS(C1C=CC([N:14]2[CH2:18][CH2:17][CH2:16][CH2:15]2)=C(C=1)C(O)=O)(=O)=O.Cl[C:20]1[CH:28]=[CH:27][C:26]([S:29]([CH:32]([CH3:34])[CH3:33])(=[O:31])=[O:30])=[CH:25][C:21]=1[C:22]([OH:24])=[O:23].N1CCCC1. (2) Given the product [C:34]([C:2]1[C:3]([N:12]2[CH2:17][CH2:16][N:15]([C:18]([NH:20][C:21]3[CH:26]=[CH:25][CH:24]=[C:23]([F:27])[CH:22]=3)=[O:19])[CH2:14][CH:13]2[C:28]2[CH:33]=[CH:32][CH:31]=[CH:30][CH:29]=2)=[N:4][C:5]2[C:10]([N:11]=1)=[CH:9][CH:8]=[CH:7][CH:6]=2)#[N:35], predict the reactants needed to synthesize it. The reactants are: Cl[C:2]1[C:3]([N:12]2[CH2:17][CH2:16][N:15]([C:18]([NH:20][C:21]3[CH:26]=[CH:25][CH:24]=[C:23]([F:27])[CH:22]=3)=[O:19])[CH2:14][CH:13]2[C:28]2[CH:33]=[CH:32][CH:31]=[CH:30][CH:29]=2)=[N:4][C:5]2[C:10]([N:11]=1)=[CH:9][CH:8]=[CH:7][CH:6]=2.[C-:34]#[N:35].[Na+]. (3) Given the product [CH2:3]1[C:4]2([CH2:8][CH2:7][N:6]([C:9]([O:11][CH3:12])=[O:10])[CH2:5]2)[CH2:1][NH:2]1.[C:20]([OH:26])([C:22]([F:25])([F:24])[F:23])=[O:21], predict the reactants needed to synthesize it. The reactants are: [CH2:1]1[C:4]2([CH2:8][CH2:7][N:6]([C:9]([O:11][CH3:12])=[O:10])[CH2:5]2)[CH2:3][N:2]1C(OC(C)(C)C)=O.[C:20]([OH:26])([C:22]([F:25])([F:24])[F:23])=[O:21]. (4) Given the product [Cl:1][C:2]1[C:11]([O:12][CH2:13][C:14]2[CH:19]=[CH:18][C:17]([O:20][CH3:21])=[CH:16][CH:15]=2)=[C:10]([O:22][CH2:23][C:24]2[CH:25]=[CH:26][C:27]([O:30][CH3:31])=[CH:28][CH:29]=2)[CH:9]=[C:8]2[C:3]=1[C:4](=[O:37])[C:5]([C:34]([NH:78][CH2:77][CH2:76][N:71]1[CH2:75][CH2:74][CH2:73][CH2:72]1)=[O:36])=[CH:6][N:7]2[CH2:32][CH3:33], predict the reactants needed to synthesize it. The reactants are: [Cl:1][C:2]1[C:11]([O:12][CH2:13][C:14]2[CH:19]=[CH:18][C:17]([O:20][CH3:21])=[CH:16][CH:15]=2)=[C:10]([O:22][CH2:23][C:24]2[CH:29]=[CH:28][C:27]([O:30][CH3:31])=[CH:26][CH:25]=2)[CH:9]=[C:8]2[C:3]=1[C:4](=[O:37])[C:5]([C:34]([OH:36])=O)=[CH:6][N:7]2[CH2:32][CH3:33].CN(C(ON1N=NC2C=CC=NC1=2)=[N+](C)C)C.F[P-](F)(F)(F)(F)F.CCN(C(C)C)C(C)C.[N:71]1([CH2:76][CH2:77][NH2:78])[CH2:75][CH2:74][CH2:73][CH2:72]1. (5) Given the product [CH3:1][S:2]([C:5]1[N:6]=[CH:7][C:8]([NH2:11])=[CH:9][CH:10]=1)(=[O:4])=[O:3], predict the reactants needed to synthesize it. The reactants are: [CH3:1][S:2]([C:5]1[CH:10]=[CH:9][C:8]([N+:11]([O-])=O)=[CH:7][N:6]=1)(=[O:4])=[O:3]. (6) Given the product [C:1]([C:4]1[C:12]2[C:7](=[CH:8][CH:9]=[C:10]([NH:13][C:14]3[CH:19]=[N:18][CH:17]=[N:16][CH:15]=3)[CH:11]=2)[N:6]([CH2:20][C:21]([N:51]2[CH2:52][C@H:53]([F:55])[CH2:54][C@H:50]2[C:48]([NH:47][C:43]2[C:42]([F:56])=[C:41]([C:36]3[CH:37]=[CH:38][CH:39]=[CH:40][C:35]=3[Cl:34])[CH:46]=[CH:45][CH:44]=2)=[O:49])=[O:23])[CH:5]=1)(=[O:3])[CH3:2], predict the reactants needed to synthesize it. The reactants are: [C:1]([C:4]1[C:12]2[C:7](=[CH:8][CH:9]=[C:10]([NH:13][C:14]3[CH:15]=[N:16][CH:17]=[N:18][CH:19]=3)[CH:11]=2)[N:6]([CH2:20][C:21]([OH:23])=O)[CH:5]=1)(=[O:3])[CH3:2].CCN(C(C)C)C(C)C.Cl.[Cl:34][C:35]1[CH:40]=[CH:39][CH:38]=[CH:37][C:36]=1[C:41]1[CH:46]=[CH:45][CH:44]=[C:43]([NH:47][C:48]([C@@H:50]2[CH2:54][C@@H:53]([F:55])[CH2:52][NH:51]2)=[O:49])[C:42]=1[F:56].CN(C(ON1N=NC2C=CC=NC1=2)=[N+](C)C)C.F[P-](F)(F)(F)(F)F. (7) Given the product [CH3:1][O:2][C:3]1[CH:4]=[C:5]([S:9][CH2:15][C@@H:16]2[C@:25]3([CH3:26])[C@H:20]([C:21]([CH3:28])([CH3:27])[CH2:22][CH2:23][CH2:24]3)[CH2:19][CH2:18][C@@:17]2([CH3:29])[OH:30])[CH:6]=[CH:7][CH:8]=1, predict the reactants needed to synthesize it. The reactants are: [CH3:1][O:2][C:3]1[CH:4]=[C:5]([SH:9])[CH:6]=[CH:7][CH:8]=1.CS(O[CH2:15][C@@H:16]1[C@:25]2([CH3:26])[C@H:20]([C:21]([CH3:28])([CH3:27])[CH2:22][CH2:23][CH2:24]2)[CH2:19][CH2:18][C@:17]1([OH:30])[CH3:29])(=O)=O.C([O-])([O-])=O.[Cs+].[Cs+]. (8) Given the product [C:22]([NH:1][C:2]1[S:3][C:4]2[CH:10]=[C:9]([O:11][S:12]([C:15]3[CH:20]=[CH:19][C:18]([F:21])=[CH:17][CH:16]=3)(=[O:13])=[O:14])[CH:8]=[CH:7][C:5]=2[N:6]=1)(=[O:24])[CH3:23], predict the reactants needed to synthesize it. The reactants are: [NH2:1][C:2]1[S:3][C:4]2[CH:10]=[C:9]([O:11][S:12]([C:15]3[CH:20]=[CH:19][C:18]([F:21])=[CH:17][CH:16]=3)(=[O:14])=[O:13])[CH:8]=[CH:7][C:5]=2[N:6]=1.[C:22](O)(=[O:24])[CH3:23].CN(C(ON1N=NC2C=CC=CC1=2)=[N+](C)C)C.F[P-](F)(F)(F)(F)F.C(NC(C)C)(C)C. (9) Given the product [O:1]=[C:2]1[NH:7][C:6]2[N:8]=[CH:9][CH:10]=[CH:11][C:5]=2[C:4]2([CH2:19][C:18]3[C:13](=[CH:14][CH:15]=[C:16]([C:20]([OH:22])=[O:21])[CH:17]=3)[CH2:12]2)[O:3]1, predict the reactants needed to synthesize it. The reactants are: [O:1]=[C:2]1[NH:7][C:6]2[N:8]=[CH:9][CH:10]=[CH:11][C:5]=2[C:4]2([CH2:19][C:18]3[C:13](=[CH:14][CH:15]=[C:16]([C:20]([O:22]C)=[O:21])[CH:17]=3)[CH2:12]2)[O:3]1.O.[OH-].[Li+]. (10) Given the product [F:11][C:12]1[C:17]([C:2]2[N:7]=[C:6]([CH3:8])[N:5]=[C:4]([S:9][CH3:10])[N:3]=2)=[N:16][CH:15]=[CH:14][N:13]=1, predict the reactants needed to synthesize it. The reactants are: I[C:2]1[N:7]=[C:6]([CH3:8])[N:5]=[C:4]([S:9][CH3:10])[N:3]=1.[F:11][C:12]1[C:17]([Sn](CCCC)(CCCC)CCCC)=[N:16][CH:15]=[CH:14][N:13]=1.